This data is from Forward reaction prediction with 1.9M reactions from USPTO patents (1976-2016). The task is: Predict the product of the given reaction. (1) Given the reactants [F:1][C:2]1[CH:3]=[C:4]([C:8]2[N:13]=[C:12]([NH2:14])[N:11]=[C:10]([NH2:15])[C:9]=2[C:16]2[CH:17]=[N:18][C:19]([O:22]C)=[CH:20][CH:21]=2)[CH:5]=[CH:6][CH:7]=1.Br.[OH-].[Na+], predict the reaction product. The product is: [NH2:14][C:12]1[N:11]=[C:10]([NH2:15])[C:9]([C:16]2[CH:21]=[CH:20][C:19](=[O:22])[NH:18][CH:17]=2)=[C:8]([C:4]2[CH:5]=[CH:6][CH:7]=[C:2]([F:1])[CH:3]=2)[N:13]=1. (2) Given the reactants [CH3:1][N:2]1[CH2:7][CH2:6][CH:5]([C:8]2[C:16]3[C:11](=[CH:12][CH:13]=[C:14]([OH:17])[CH:15]=3)[NH:10][CH:9]=2)[CH2:4][CH2:3]1.[H-].[Na+].[C:20]1([S:26](Cl)(=[O:28])=[O:27])[CH:25]=[CH:24][CH:23]=[CH:22][CH:21]=1.O, predict the reaction product. The product is: [CH3:1][N:2]1[CH2:7][CH2:6][CH:5]([C:8]2[C:16]3[C:11](=[CH:12][CH:13]=[C:14]([O:17][S:26]([C:20]4[CH:25]=[CH:24][CH:23]=[CH:22][CH:21]=4)(=[O:28])=[O:27])[CH:15]=3)[NH:10][CH:9]=2)[CH2:4][CH2:3]1. (3) Given the reactants [Br:1][C:2]1[N:7]2[N:8]=[C:9]([O:12][CH3:13])[C:10]([NH2:11])=[C:6]2[CH:5]=[CH:4][CH:3]=1.C(N(CC)CC)C.[C:21](O[C:21]([O:23][C:24]([CH3:27])([CH3:26])[CH3:25])=[O:22])([O:23][C:24]([CH3:27])([CH3:26])[CH3:25])=[O:22].O, predict the reaction product. The product is: [Br:1][C:2]1[N:7]2[N:8]=[C:9]([O:12][CH3:13])[C:10]([NH:11][C:21](=[O:22])[O:23][C:24]([CH3:27])([CH3:26])[CH3:25])=[C:6]2[CH:5]=[CH:4][CH:3]=1. (4) Given the reactants OCCCCNC(=O)OC(C)(C)C.C1(P(C2C=CC=CC=2)C2C=CC=CC=2)C=CC=CC=1.[Cl:33][CH2:34][CH:35]1CC[N:38]([C:41]([O:43][C:44]([CH3:47])([CH3:46])[CH3:45])=[O:42])[CH2:37][CH2:36]1, predict the reaction product. The product is: [Cl:33][CH2:34][CH2:35][CH2:36][CH2:37][NH:38][C:41](=[O:42])[O:43][C:44]([CH3:46])([CH3:45])[CH3:47]. (5) Given the reactants C=O.[CH:3](C1C=C(C=CC=1)C(OC)=O)=O.Cl.[F:16][C:17]1[CH:18]=[CH:19][C:20]2[C@H:26]3[CH2:27][NH:28][CH2:29][C@@H:25]3[CH2:24][N:23]([CH3:30])[C:22](=[O:31])[C:21]=2[CH:32]=1, predict the reaction product. The product is: [F:16][C:17]1[CH:18]=[CH:19][C:20]2[C@H:26]3[CH2:27][N:28]([CH3:3])[CH2:29][C@@H:25]3[CH2:24][N:23]([CH3:30])[C:22](=[O:31])[C:21]=2[CH:32]=1. (6) Given the reactants [O:1]=[CH:2][C:3]1[CH:11]=[CH:10][C:7]([O:8][CH3:9])=[C:5]([OH:6])[CH:4]=1.[CH3:12][C:13]1C=[CH:17][C:16](S(OCCCCC#C)(=O)=O)=[CH:15][CH:14]=1, predict the reaction product. The product is: [CH2:17]([O:6][C:5]1[CH:4]=[C:3]([CH:11]=[CH:10][C:7]=1[O:8][CH3:9])[CH:2]=[O:1])[CH2:16][CH2:15][CH2:14][C:13]#[CH:12]. (7) Given the reactants [Br:1][C:2]1[CH:6]=[CH:5][N:4]([NH:7][C:8](=[O:19])[C@@H:9]([NH:11][C:12]([O:14][C:15]([CH3:18])([CH3:17])[CH3:16])=[O:13])[CH3:10])[C:3]=1[C:20]([O:22]C)=O.[Cl:24][C:25]1[CH:30]=[CH:29][CH:28]=[CH:27][C:26]=1[CH2:31][NH2:32], predict the reaction product. The product is: [Br:1][C:2]1[CH:6]=[CH:5][N:4]([NH:7][C:8](=[O:19])[C@@H:9]([NH:11][C:12](=[O:13])[O:14][C:15]([CH3:16])([CH3:17])[CH3:18])[CH3:10])[C:3]=1[C:20](=[O:22])[NH:32][CH2:31][C:26]1[CH:27]=[CH:28][CH:29]=[CH:30][C:25]=1[Cl:24].